From a dataset of Peptide-MHC class II binding affinity with 134,281 pairs from IEDB. Regression. Given a peptide amino acid sequence and an MHC pseudo amino acid sequence, predict their binding affinity value. This is MHC class II binding data. The peptide sequence is MFISDTPGERNPYEN. The MHC is DRB1_1302 with pseudo-sequence DRB1_1302. The binding affinity (normalized) is 0.